This data is from Forward reaction prediction with 1.9M reactions from USPTO patents (1976-2016). The task is: Predict the product of the given reaction. (1) Given the reactants [CH2:1]([NH:7][C:8](=O)[CH:9]=C)[NH:2]C(=O)C=C.[CH2:12]([OH:14])[CH3:13].CS(C)=[O:17], predict the reaction product. The product is: [CH:9]1[N:2]=[CH:1][NH:7][C:8]=1[CH2:13][C:12]([OH:17])=[O:14]. (2) Given the reactants [H-].[Na+].[NH:3]1[CH:7]=[C:6]([C:8]2[CH:9]=[N:10][CH:11]=[CH:12][CH:13]=2)[N:5]=[CH:4]1.Br[CH2:15][CH2:16][CH2:17][CH2:18][C:19]([O:21][CH3:22])=[O:20], predict the reaction product. The product is: [N:10]1[CH:11]=[CH:12][CH:13]=[C:8]([C:6]2[N:5]=[CH:4][N:3]([CH2:15][CH2:16][CH2:17][CH2:18][C:19]([O:21][CH3:22])=[O:20])[CH:7]=2)[CH:9]=1. (3) Given the reactants [N:1]1[CH:6]=[CH:5][CH:4]=[CH:3][C:2]=1[C:7]1[N:11]=[C:10]([C:12]2[CH:17]=[C:16]([C:18]#[N:19])[CH:15]=[C:14](Br)[CH:13]=2)[O:9][N:8]=1.[F:21][C:22]1[CH:23]=[C:24](B(O)O)[CH:25]=[CH:26][CH:27]=1.COCCOC.C(=O)([O-])[O-].[Na+].[Na+], predict the reaction product. The product is: [N:1]1[CH:6]=[CH:5][CH:4]=[CH:3][C:2]=1[C:7]1[N:11]=[C:10]([C:12]2[CH:13]=[C:14]([C:26]3[CH:25]=[CH:24][CH:23]=[C:22]([F:21])[CH:27]=3)[CH:15]=[C:16]([C:18]#[N:19])[CH:17]=2)[O:9][N:8]=1. (4) Given the reactants Cl[C:2]1[N:7]=[C:6]2[N:8]([CH2:28][O:29][CH3:30])[C:9]([C:11]3[S:12][C:13]4[C:19]([N:20]5[CH2:25][CH2:24][O:23][CH2:22][CH2:21]5)=[CH:18][CH:17]=[C:16]([O:26][CH3:27])[C:14]=4[N:15]=3)=[N:10][C:5]2=[CH:4][CH:3]=1.[NH:31]1[CH2:35][CH2:34][CH2:33][CH2:32]1, predict the reaction product. The product is: [CH3:30][O:29][CH2:28][N:8]1[C:6]2=[N:7][C:2]([CH:34]3[CH2:35][NH:31][CH2:32][CH2:33]3)=[CH:3][CH:4]=[C:5]2[N:10]=[C:9]1[C:11]1[S:12][C:13]2[C:19]([N:20]3[CH2:25][CH2:24][O:23][CH2:22][CH2:21]3)=[CH:18][CH:17]=[C:16]([O:26][CH3:27])[C:14]=2[N:15]=1.